Task: Binary Classification. Given a drug SMILES string, predict its activity (active/inactive) in a high-throughput screening assay against a specified biological target.. Dataset: HIV replication inhibition screening data with 41,000+ compounds from the AIDS Antiviral Screen (1) The molecule is CCN(CC)c1ccc2cc(-n3nnc4ccccc43)c(=O)oc2c1. The result is 0 (inactive). (2) The drug is COC1=CC(=O)c2nc(COC(C)=O)ccc2C1=O. The result is 0 (inactive). (3) The molecule is Nc1ccc(C(=O)NC(=Cc2cccc([N+](=O)[O-])c2)c2nc3ccccc3[nH]2)cc1. The result is 0 (inactive). (4) The molecule is COC(=O)C1CC(OS(=O)(=O)c2ccc(C)cc2)CN1S(=O)(=O)c1ccc(C)cc1. The result is 0 (inactive). (5) The drug is OC12COc3ccccc3C1Oc1ccccc1C2. The result is 0 (inactive). (6) The compound is CC1(C)C2CCC13CS(=O)(=O)N1OC13C(=O)O2. The result is 0 (inactive). (7) The result is 0 (inactive). The compound is Cc1cc2c(=O)cc(-c3ccc(Cl)cc3)oc2c(C(=O)O)c1C.